From a dataset of Reaction yield outcomes from USPTO patents with 853,638 reactions. Predict the reaction yield, written as a fraction of the theoretical maximum amount of product (1.0 means a 100% yield; for example, 0.34 means a 34% yield). (1) The reactants are [CH3:1][C:2]1([CH3:13])[O:12][C@H:5]2[CH2:6][O:7][CH:8]([OH:11])[C@H](O)[C@H:4]2[O:3]1.I([O-])(=O)(=O)=O.[Na+].C(=O)([O-])[O-].[Na+].[Na+]. The catalyst is O.CCCCCC. The product is [CH3:13][C:2]1([CH3:1])[O:12][C@H:5]2[CH2:6][O:7][CH:8]([OH:11])[C@H:4]2[O:3]1. The yield is 0.510. (2) The reactants are [CH3:1][O:2][C:3](=[O:12])[C:4]1[CH:9]=[CH:8][CH:7]=[C:6](Br)[C:5]=1[CH3:11].C([O-])([O-])=O.[Na+].[Na+].[CH3:19][N:20](C)C(=O)C. The catalyst is [C-]#N.[C-]#N.[C-]#N.[C-]#N.[C-]#N.[C-]#N.O.O.O.[K+].[K+].[K+].[K+].[Fe+2].CC([O-])=O.CC([O-])=O.[Pd+2]. The product is [CH3:1][O:2][C:3](=[O:12])[C:4]1[CH:9]=[CH:8][CH:7]=[C:6]([C:19]#[N:20])[C:5]=1[CH3:11]. The yield is 0.700. (3) The reactants are [F:1][C:2]1[CH:7]=[CH:6][C:5]([N:8]2[C:16]3[CH2:15][CH2:14][CH2:13][NH:12][C:11]=3[CH:10]=[N:9]2)=[CH:4][CH:3]=1.[Cl:17][C:18]1[C:19]([CH:28]([F:30])[F:29])=[N:20][N:21]([CH2:24][C:25](O)=[O:26])[C:22]=1[CH3:23].CCN(CC)CC.CN(C(ON1N=NC2C=CC=NC1=2)=[N+](C)C)C.F[P-](F)(F)(F)(F)F. The catalyst is CN(C=O)C. The product is [Cl:17][C:18]1[C:19]([CH:28]([F:30])[F:29])=[N:20][N:21]([CH2:24][C:25]([N:12]2[CH2:13][CH2:14][CH2:15][C:16]3[N:8]([C:5]4[CH:4]=[CH:3][C:2]([F:1])=[CH:7][CH:6]=4)[N:9]=[CH:10][C:11]2=3)=[O:26])[C:22]=1[CH3:23]. The yield is 0.750. (4) The reactants are [C:1]([N:4]1[C:12]2[C:7](=[CH:8][C:9]([C:13](O)=[O:14])=[CH:10][CH:11]=2)[C:6]([C:16]2[CH:21]=[CH:20][C:19]([F:22])=[CH:18][CH:17]=2)=[N:5]1)(=[O:3])[CH3:2].[Cl:23]CCl.C(Cl)(=O)C(Cl)=O. The catalyst is CN(C=O)C. The product is [C:1]([N:4]1[C:12]2[C:7](=[CH:8][C:9]([C:13]([Cl:23])=[O:14])=[CH:10][CH:11]=2)[C:6]([C:16]2[CH:21]=[CH:20][C:19]([F:22])=[CH:18][CH:17]=2)=[N:5]1)(=[O:3])[CH3:2]. The yield is 0.840. (5) The reactants are [N+:1]([C:4]1[CH:5]=[C:6]2[C:11](=[CH:12][CH:13]=1)[NH:10][C:9](=[O:14])[CH:8]=[CH:7]2)([O-:3])=[O:2].[F-].[Cs+].[CH2:17](Cl)[C:18]1[CH:23]=[CH:22][CH:21]=[CH:20][CH:19]=1. The catalyst is CN(C=O)C. The product is [N+:1]([C:4]1[CH:5]=[C:6]2[C:11](=[CH:12][CH:13]=1)[N:10]([CH2:17][C:18]1[CH:23]=[CH:22][CH:21]=[CH:20][CH:19]=1)[C:9](=[O:14])[CH:8]=[CH:7]2)([O-:3])=[O:2]. The yield is 0.770. (6) The reactants are Cl[C:2]([O:4][CH2:5][CH:6]=[CH2:7])=[O:3].[NH2:8][C:9]1[CH:14]=[C:13]([O:15][Si:16]([CH:23]([CH3:25])[CH3:24])([CH:20]([CH3:22])[CH3:21])[CH:17]([CH3:19])[CH3:18])[C:12]([O:26][CH3:27])=[CH:11][C:10]=1[C:28]([N:30]1[CH:34]=[C:33](/[CH:35]=[CH:36]/[CH3:37])[CH2:32][C@H:31]1[CH2:38][O:39][Si:40]([C:43]([CH3:46])([CH3:45])[CH3:44])([CH3:42])[CH3:41])=[O:29].N1C=CC=CC=1. The catalyst is C(Cl)Cl. The product is [Si:40]([O:39][CH2:38][C@@H:31]1[CH2:32][C:33](/[CH:35]=[CH:36]/[CH3:37])=[CH:34][N:30]1[C:28]([C:10]1[CH:11]=[C:12]([O:26][CH3:27])[C:13]([O:15][Si:16]([CH:17]([CH3:19])[CH3:18])([CH:23]([CH3:25])[CH3:24])[CH:20]([CH3:21])[CH3:22])=[CH:14][C:9]=1[NH:8][C:2](=[O:3])[O:4][CH2:5][CH:6]=[CH2:7])=[O:29])([C:43]([CH3:44])([CH3:46])[CH3:45])([CH3:41])[CH3:42]. The yield is 1.00. (7) The reactants are [C:1]([O:5][CH2:6][C:7]#[CH:8])(=[O:4])[CH:2]=[CH2:3].[CH2:9]([N:21]=[N+:22]=[N-:23])[CH2:10][CH2:11][CH2:12][CH2:13][CH2:14][CH2:15][CH2:16][CH2:17][CH2:18][CH2:19][CH3:20].O. The catalyst is CN(C=O)C. The product is [CH2:9]([N:21]1[CH:8]=[C:7]([CH2:6][O:5][C:1](=[O:4])[CH:2]=[CH2:3])[N:23]=[N:22]1)[CH2:10][CH2:11][CH2:12][CH2:13][CH2:14][CH2:15][CH2:16][CH2:17][CH2:18][CH2:19][CH3:20]. The yield is 0.950.